This data is from Full USPTO retrosynthesis dataset with 1.9M reactions from patents (1976-2016). The task is: Predict the reactants needed to synthesize the given product. (1) Given the product [Cl:13][C:14]1[CH:19]=[C:18]([Cl:20])[CH:17]=[CH:16][C:15]=1[C:21]1([NH:24][C:2]2[C:3]3[N:4]([CH:10]=[CH:11][CH:12]=3)[N:5]=[CH:6][C:7]=2[C:8]#[N:9])[CH2:22][CH2:23]1, predict the reactants needed to synthesize it. The reactants are: Cl[C:2]1[C:3]2[N:4]([CH:10]=[CH:11][CH:12]=2)[N:5]=[CH:6][C:7]=1[C:8]#[N:9].[Cl:13][C:14]1[CH:19]=[C:18]([Cl:20])[CH:17]=[CH:16][C:15]=1[C:21]1([NH2:24])[CH2:23][CH2:22]1.CCN(C(C)C)C(C)C. (2) Given the product [F:1][C:2]1[CH:3]=[C:4]([CH:8]=[CH:9][C:10]=1[C:11]1[S:12][C:13]2[C:18]([N:19]=1)=[CH:17][CH:16]=[C:15]([C:20]1([C:23]3[CH:28]=[CH:27][CH:26]=[CH:25][CH:24]=3)[CH2:21][CH2:22]1)[N:14]=2)[C:5]([N:30]=[N+:31]=[N-:32])=[O:6], predict the reactants needed to synthesize it. The reactants are: [F:1][C:2]1[CH:3]=[C:4]([CH:8]=[CH:9][C:10]=1[C:11]1[S:12][C:13]2[C:18]([N:19]=1)=[CH:17][CH:16]=[C:15]([C:20]1([C:23]3[CH:28]=[CH:27][CH:26]=[CH:25][CH:24]=3)[CH2:22][CH2:21]1)[N:14]=2)[C:5](O)=[O:6].O.[N-:30]=[N+:31]=[N-:32].[Na+].